Dataset: Peptide-MHC class I binding affinity with 185,985 pairs from IEDB/IMGT. Task: Regression. Given a peptide amino acid sequence and an MHC pseudo amino acid sequence, predict their binding affinity value. This is MHC class I binding data. The peptide sequence is VLLNGWRWRL. The MHC is HLA-A02:01 with pseudo-sequence HLA-A02:01. The binding affinity (normalized) is 0.738.